This data is from Forward reaction prediction with 1.9M reactions from USPTO patents (1976-2016). The task is: Predict the product of the given reaction. Given the reactants [NH2:1][CH2:2][C@@H:3]1[C@@H:8]([CH3:9])[CH2:7][CH2:6][CH2:5][N:4]1[C:10]([C:12]1[N:13]=[C:14]([CH3:24])[S:15][C:16]=1[C:17]1[CH:22]=[CH:21][C:20]([F:23])=[CH:19][CH:18]=1)=[O:11].N1CCCC2CN(C(OC(C)(C)C)=O)CC12, predict the reaction product. The product is: [F:23][C:20]1[CH:19]=[CH:18][C:17]([C:16]2[S:15][C:14]([CH3:24])=[N:13][C:12]=2[C:10]([N:4]2[CH2:5][CH2:6][CH2:7][CH:8]3[CH2:9][NH:1][CH2:2][CH:3]23)=[O:11])=[CH:22][CH:21]=1.